This data is from Reaction yield outcomes from USPTO patents with 853,638 reactions. The task is: Predict the reaction yield, written as a fraction of the theoretical maximum amount of product (1.0 means a 100% yield; for example, 0.34 means a 34% yield). (1) The reactants are [CH3:1][O:2][C:3]1[CH:12]=[C:11]2[C:6]([C:7](Cl)=[CH:8][CH:9]=[N:10]2)=[CH:5][C:4]=1[C:14]([NH2:16])=[O:15].CS(C)=O.[Cl:21][C:22]1[CH:27]=[C:26]([OH:28])[CH:25]=[CH:24][C:23]=1[NH:29][C:30]([NH:32][CH:33]1[CH2:35][CH2:34]1)=[O:31].CC(C)([O-])C.[K+]. The catalyst is O.CC(C)=O.O. The product is [Cl:21][C:22]1[CH:27]=[C:26]([CH:25]=[CH:24][C:23]=1[NH:29][C:30]([NH:32][CH:33]1[CH2:34][CH2:35]1)=[O:31])[O:28][C:7]1[C:6]2[C:11](=[CH:12][C:3]([O:2][CH3:1])=[C:4]([C:14]([NH2:16])=[O:15])[CH:5]=2)[N:10]=[CH:9][CH:8]=1. The yield is 0.963. (2) The reactants are [C-:1]#[N:2].[K+].Br[CH2:5][C:6]1[CH:11]=[CH:10][C:9]([Cl:12])=[C:8]([F:13])[CH:7]=1. The catalyst is CS(C)=O.O. The product is [Cl:12][C:9]1[CH:10]=[CH:11][C:6]([CH2:5][C:1]#[N:2])=[CH:7][C:8]=1[F:13]. The yield is 0.612.